From a dataset of NCI-60 drug combinations with 297,098 pairs across 59 cell lines. Regression. Given two drug SMILES strings and cell line genomic features, predict the synergy score measuring deviation from expected non-interaction effect. (1) Drug 1: CCC1(CC2CC(C3=C(CCN(C2)C1)C4=CC=CC=C4N3)(C5=C(C=C6C(=C5)C78CCN9C7C(C=CC9)(C(C(C8N6C)(C(=O)OC)O)OC(=O)C)CC)OC)C(=O)OC)O.OS(=O)(=O)O. Drug 2: C1CN(P(=O)(OC1)NCCCl)CCCl. Cell line: TK-10. Synergy scores: CSS=3.25, Synergy_ZIP=-0.867, Synergy_Bliss=-2.78, Synergy_Loewe=-1.42, Synergy_HSA=-2.42. (2) Drug 1: COC1=CC(=CC(=C1O)OC)C2C3C(COC3=O)C(C4=CC5=C(C=C24)OCO5)OC6C(C(C7C(O6)COC(O7)C8=CC=CS8)O)O. Drug 2: CN(C)N=NC1=C(NC=N1)C(=O)N. Cell line: SK-MEL-5. Synergy scores: CSS=20.3, Synergy_ZIP=-10.8, Synergy_Bliss=1.26, Synergy_Loewe=-10.9, Synergy_HSA=0.823. (3) Drug 1: CCN(CC)CCNC(=O)C1=C(NC(=C1C)C=C2C3=C(C=CC(=C3)F)NC2=O)C. Drug 2: CC1C(C(CC(O1)OC2CC(CC3=C2C(=C4C(=C3O)C(=O)C5=CC=CC=C5C4=O)O)(C(=O)C)O)N)O. Cell line: HOP-62. Synergy scores: CSS=42.2, Synergy_ZIP=-2.23, Synergy_Bliss=-3.99, Synergy_Loewe=-26.6, Synergy_HSA=-1.66. (4) Drug 1: CCN(CC)CCNC(=O)C1=C(NC(=C1C)C=C2C3=C(C=CC(=C3)F)NC2=O)C. Drug 2: CC12CCC3C(C1CCC2OP(=O)(O)O)CCC4=C3C=CC(=C4)OC(=O)N(CCCl)CCCl.[Na+]. Cell line: OVCAR-5. Synergy scores: CSS=10.2, Synergy_ZIP=-3.96, Synergy_Bliss=-2.86, Synergy_Loewe=-7.86, Synergy_HSA=-7.26. (5) Drug 1: CS(=O)(=O)CCNCC1=CC=C(O1)C2=CC3=C(C=C2)N=CN=C3NC4=CC(=C(C=C4)OCC5=CC(=CC=C5)F)Cl. Drug 2: C(CCl)NC(=O)N(CCCl)N=O. Cell line: MOLT-4. Synergy scores: CSS=10.9, Synergy_ZIP=-3.52, Synergy_Bliss=-4.05, Synergy_Loewe=-3.84, Synergy_HSA=-3.84. (6) Drug 1: C1=NNC2=C1C(=O)NC=N2. Drug 2: B(C(CC(C)C)NC(=O)C(CC1=CC=CC=C1)NC(=O)C2=NC=CN=C2)(O)O. Cell line: SK-OV-3. Synergy scores: CSS=47.6, Synergy_ZIP=0.621, Synergy_Bliss=-0.908, Synergy_Loewe=-29.4, Synergy_HSA=-1.67.